Task: Predict the reactants needed to synthesize the given product.. Dataset: Full USPTO retrosynthesis dataset with 1.9M reactions from patents (1976-2016) (1) The reactants are: [C:1]([O-])(=[O:3])[CH3:2].[Na+].[Br:6][C:7]1[CH:8]=[C:9]([NH:13][C:14]2[C:23]3[C:18](=[CH:19][CH:20]=[C:21]([NH:24][C:25]([CH:27]=[CH:28][C:29](O)=[O:30])=[O:26])[CH:22]=3)[N:17]=[CH:16][N:15]=2)[CH:10]=[CH:11][CH:12]=1. Given the product [Br:6][C:7]1[CH:8]=[C:9]([N:13]([C:14]2[C:23]3[C:18](=[CH:19][CH:20]=[C:21]([N:24]4[C:29](=[O:30])[CH:28]=[CH:27][C:25]4=[O:26])[CH:22]=3)[N:17]=[CH:16][N:15]=2)[C:1](=[O:3])[CH3:2])[CH:10]=[CH:11][CH:12]=1, predict the reactants needed to synthesize it. (2) Given the product [CH:1]([N:4]1[CH2:9][CH2:8][CH:7]([O:10][C:11]2[CH:19]=[CH:18][C:17]3[N:16]4[CH2:20][CH2:21][N:22]([CH2:32][C:31]5[CH:30]=[C:29]([CH:36]=[CH:35][CH:34]=5)[C:27]#[N:28])[C:23](=[O:24])[C:15]4=[CH:14][C:13]=3[CH:12]=2)[CH2:6][CH2:5]1)([CH3:3])[CH3:2], predict the reactants needed to synthesize it. The reactants are: [CH:1]([N:4]1[CH2:9][CH2:8][CH:7]([O:10][C:11]2[CH:19]=[CH:18][C:17]3[N:16]4[CH2:20][CH2:21][NH:22][C:23](=[O:24])[C:15]4=[CH:14][C:13]=3[CH:12]=2)[CH2:6][CH2:5]1)([CH3:3])[CH3:2].[H-].[Na+].[C:27]([C:29]1[CH:30]=[C:31]([CH:34]=[CH:35][CH:36]=1)[CH2:32]Br)#[N:28].